Dataset: Full USPTO retrosynthesis dataset with 1.9M reactions from patents (1976-2016). Task: Predict the reactants needed to synthesize the given product. Given the product [Cl:1][C:2]1[S:6][C:5]([C:7]([O:9][CH3:10])=[O:8])=[CH:4][C:3]=1[N:11]1[C:20](=[O:21])[C:19]2[C:14](=[CH:15][CH:16]=[CH:17][C:18]=2[CH:22]=[O:23])[NH:13][C:12]1=[O:24], predict the reactants needed to synthesize it. The reactants are: [Cl:1][C:2]1[S:6][C:5]([C:7]([O:9][CH3:10])=[O:8])=[CH:4][C:3]=1[N:11]1[C:20](=[O:21])[C:19]2[C:14](=[CH:15][CH:16]=[CH:17][C:18]=2[CH2:22][OH:23])[NH:13][C:12]1=[O:24].